From a dataset of Full USPTO retrosynthesis dataset with 1.9M reactions from patents (1976-2016). Predict the reactants needed to synthesize the given product. (1) Given the product [CH3:11][O:12][C:13]1[CH:18]=[CH:17][C:16]([CH:19]([N:22]2[CH2:27][CH2:26][O:25][CH2:24][CH2:23]2)[CH2:20][NH:21][C:4](=[O:6])[C:3]2[CH:7]=[CH:8][CH:9]=[CH:10][C:2]=2[CH3:1])=[CH:15][CH:14]=1, predict the reactants needed to synthesize it. The reactants are: [CH3:1][C:2]1[CH:10]=[CH:9][CH:8]=[CH:7][C:3]=1[C:4]([OH:6])=O.[CH3:11][O:12][C:13]1[CH:18]=[CH:17][C:16]([CH:19]([N:22]2[CH2:27][CH2:26][O:25][CH2:24][CH2:23]2)[CH2:20][NH2:21])=[CH:15][CH:14]=1. (2) Given the product [CH2:1]([C:5]1[N:6]=[C:7]([CH3:27])[N:8]([CH2:36][C:37](=[O:38])[C:39]2[CH:44]=[CH:43][CH:42]=[CH:41][CH:40]=2)[C:9](=[O:26])[C:10]=1[CH2:11][C:12]1[CH:17]=[CH:16][C:15]([C:18]2[C:19]([C:24]#[N:25])=[CH:20][CH:21]=[CH:22][CH:23]=2)=[CH:14][CH:13]=1)[CH2:2][CH2:3][CH3:4], predict the reactants needed to synthesize it. The reactants are: [CH2:1]([C:5]1[N:6]=[C:7]([CH3:27])[NH:8][C:9](=[O:26])[C:10]=1[CH2:11][C:12]1[CH:17]=[CH:16][C:15]([C:18]2[C:19]([C:24]#[N:25])=[CH:20][CH:21]=[CH:22][CH:23]=2)=[CH:14][CH:13]=1)[CH2:2][CH2:3][CH3:4].[H-].[Na+].CN(C)C=O.Br[CH2:36][C:37]([C:39]1[CH:44]=[CH:43][CH:42]=[CH:41][CH:40]=1)=[O:38].